Dataset: Forward reaction prediction with 1.9M reactions from USPTO patents (1976-2016). Task: Predict the product of the given reaction. (1) Given the reactants [Cl:1][C:2]1[C:3]([CH3:28])=[C:4]([NH:10][C@H:11]([C@@H:25]([OH:27])[CH3:26])[C:12]([NH:14][NH:15][C:16](=[O:24])[C:17]2[CH:22]=[CH:21][CH:20]=[C:19]([F:23])[CH:18]=2)=O)[CH:5]=[CH:6][C:7]=1[C:8]#[N:9].C(NP1(N(CC)CC)N(C)CCCN1C)(C)(C)C.C1(C)C=CC(S(Cl)(=O)=O)=CC=1, predict the reaction product. The product is: [Cl:1][C:2]1[C:3]([CH3:28])=[C:4]([NH:10][C@@H:11]([C:12]2[O:24][C:16]([C:17]3[CH:22]=[CH:21][CH:20]=[C:19]([F:23])[CH:18]=3)=[N:15][N:14]=2)[C@@H:25]([OH:27])[CH3:26])[CH:5]=[CH:6][C:7]=1[C:8]#[N:9]. (2) Given the reactants [Cl:1][C:2]1[CH:23]=[CH:22][CH:21]=[C:20]([Cl:24])[C:3]=1[CH2:4][O:5][C:6]1[CH:7]=[CH:8][C:9]2[N:13]=[C:12]([NH:14][C:15](=[O:18])OC)[NH:11][C:10]=2[CH:19]=1.[N:25]1([CH2:31][CH2:32][NH2:33])[CH2:30][CH2:29][O:28][CH2:27][CH2:26]1, predict the reaction product. The product is: [Cl:1][C:2]1[CH:23]=[CH:22][CH:21]=[C:20]([Cl:24])[C:3]=1[CH2:4][O:5][C:6]1[CH:7]=[CH:8][C:9]2[N:13]=[C:12]([NH:14][C:15]([NH:33][CH2:32][CH2:31][N:25]3[CH2:30][CH2:29][O:28][CH2:27][CH2:26]3)=[O:18])[NH:11][C:10]=2[CH:19]=1. (3) Given the reactants C([N:8]1[CH2:13][CH2:12][CH:11]([NH:14][C:15]([C:17]2[C:26]3[C:21](=[CH:22][CH:23]=[CH:24][CH:25]=3)[CH:20]=[CH:19][CH:18]=2)=[O:16])[CH2:10][CH2:9]1)C1C=CC=CC=1.[Cl:27]C(OC(Cl)C)=O, predict the reaction product. The product is: [ClH:27].[NH:8]1[CH2:9][CH2:10][CH:11]([NH:14][C:15]([C:17]2[C:26]3[C:21](=[CH:22][CH:23]=[CH:24][CH:25]=3)[CH:20]=[CH:19][CH:18]=2)=[O:16])[CH2:12][CH2:13]1. (4) The product is: [CH:1]1([CH:7]([NH:20][C:21]2[CH:22]=[CH:23][C:24]([C:25]([NH:31][CH2:32][CH:33]([OH:38])[C:34]([OH:36])=[O:35])=[O:26])=[CH:28][CH:29]=2)[C:8]2[CH:12]=[C:11]([C:13]3[CH:18]=[CH:17][CH:16]=[CH:15][CH:14]=3)[O:10][C:9]=2[CH3:19])[CH2:6][CH2:5][CH2:4][CH2:3][CH2:2]1. Given the reactants [CH:1]1([CH:7]([NH:20][C:21]2[CH:29]=[CH:28][C:24]([C:25](O)=[O:26])=[CH:23][CH:22]=2)[C:8]2[CH:12]=[C:11]([C:13]3[CH:18]=[CH:17][CH:16]=[CH:15][CH:14]=3)[O:10][C:9]=2[CH3:19])[CH2:6][CH2:5][CH2:4][CH2:3][CH2:2]1.Cl.[NH2:31][CH2:32][CH:33]([OH:38])[C:34]([O:36]C)=[O:35].Cl.C(N=C=NCCCN(C)C)C.O.OC1C2N=NNC=2C=CC=1, predict the reaction product. (5) Given the reactants Cl[C:2]1[C:3](=[O:15])[N:4]([C@@H:9]([CH:12]2[CH2:14][CH2:13]2)[CH2:10][CH3:11])[CH:5]=[C:6]([Cl:8])[N:7]=1.[CH3:16][O:17][C:18]1[CH:27]=[CH:26][C:21]2[NH:22][CH2:23][CH2:24][O:25][C:20]=2[CH:19]=1, predict the reaction product. The product is: [Cl:8][C:6]1[N:7]=[C:2]([N:22]2[C:21]3[CH:26]=[CH:27][C:18]([O:17][CH3:16])=[CH:19][C:20]=3[O:25][CH2:24][CH2:23]2)[C:3](=[O:15])[N:4]([C@@H:9]([CH:12]2[CH2:14][CH2:13]2)[CH2:10][CH3:11])[CH:5]=1. (6) Given the reactants Cl[CH2:2][C:3](=[O:9])[CH2:4][C:5]([O:7][CH3:8])=[O:6].[NH:10]1[CH2:15][CH2:14][O:13][CH2:12][CH2:11]1, predict the reaction product. The product is: [N:10]1([CH2:2][C:3](=[O:9])[CH2:4][C:5]([O:7][CH3:8])=[O:6])[CH2:15][CH2:14][O:13][CH2:12][CH2:11]1. (7) Given the reactants [NH2:1][C@H:2]([CH2:7][C:8]1[CH:9]=[C:10]2[C:14](=[C:15]([CH3:17])[CH:16]=1)[NH:13][N:12]=[CH:11]2)[C:3]([O:5][CH3:6])=[O:4].C(N(C(C)C)CC)(C)C.C1C(=O)N(OC(ON2C(=O)CCC2=O)=O)[C:29](=[O:30])C1.[NH:45]1[CH2:50][CH2:49][CH:48]([N:51]2[CH2:60][C:59]3[C:54](=[CH:55][CH:56]=[CH:57][CH:58]=3)[NH:53][C:52]2=[O:61])[CH2:47][CH2:46]1, predict the reaction product. The product is: [CH3:6][O:5][C:3](=[O:4])[C@H:2]([NH:1][C:29]([N:45]1[CH2:46][CH2:47][CH:48]([N:51]2[CH2:60][C:59]3[C:54](=[CH:55][CH:56]=[CH:57][CH:58]=3)[NH:53][C:52]2=[O:61])[CH2:49][CH2:50]1)=[O:30])[CH2:7][C:8]1[CH:9]=[C:10]2[C:14](=[C:15]([CH3:17])[CH:16]=1)[NH:13][N:12]=[CH:11]2.